This data is from Full USPTO retrosynthesis dataset with 1.9M reactions from patents (1976-2016). The task is: Predict the reactants needed to synthesize the given product. (1) The reactants are: [CH3:1][O:2][C:3]1[CH:12]=[CH:11][CH:10]=[C:9]2[C:4]=1[CH2:5][CH2:6][N:7]1[C:17](=[O:18])[CH2:16][NH:15][C:14](=O)[CH:13]=[C:8]12.O=P(Cl)(Cl)Cl.[CH:25]([C:28]1[N:29]=[CH:30][NH:31][CH:32]=1)([CH3:27])[CH3:26].C([O-])(O)=O.[Na+]. Given the product [CH:25]([C:28]1[N:29]=[CH:30][N:31]([C:14]2[CH:13]=[C:8]3[C:9]4[C:4]([CH2:5][CH2:6][N:7]3[C:17](=[O:18])[CH2:16][N:15]=2)=[C:3]([O:2][CH3:1])[CH:12]=[CH:11][CH:10]=4)[CH:32]=1)([CH3:27])[CH3:26], predict the reactants needed to synthesize it. (2) The reactants are: [CH2:1]([N:8]1[CH2:13][CH2:12][CH:11]([CH2:14][CH:15](O)[C:16]2[CH:21]=[CH:20][CH:19]=[CH:18][C:17]=2[O:22][CH2:23][CH:24]2[CH2:29][CH2:28][CH2:27][CH2:26][CH2:25]2)[CH2:10][CH2:9]1)[C:2]1[CH:7]=[CH:6][CH:5]=[CH:4][CH:3]=1.C1(C)C=CC(S(O)(=O)=O)=CC=1.C(=O)([O-])O.[Na+]. Given the product [CH2:1]([N:8]1[CH2:9][CH2:10][CH:11](/[CH:14]=[CH:15]/[C:16]2[CH:21]=[CH:20][CH:19]=[CH:18][C:17]=2[O:22][CH2:23][CH:24]2[CH2:29][CH2:28][CH2:27][CH2:26][CH2:25]2)[CH2:12][CH2:13]1)[C:2]1[CH:3]=[CH:4][CH:5]=[CH:6][CH:7]=1, predict the reactants needed to synthesize it. (3) The reactants are: [CH3:1][O:2][C:3](=[O:21])[CH2:4][C:5]1[CH:10]=[CH:9][CH:8]=[C:7]([O:11][C:12]2[CH:17]=[CH:16][C:15]([Br:18])=[CH:14][C:13]=2[CH:19]=O)[CH:6]=1.[NH2:22][CH2:23][C@@H:24]([C:26]1[CH:31]=[CH:30][CH:29]=[CH:28][CH:27]=1)[OH:25]. Given the product [CH3:1][O:2][C:3](=[O:21])[CH2:4][C:5]1[CH:10]=[CH:9][CH:8]=[C:7]([O:11][C:12]2[CH:17]=[CH:16][C:15]([Br:18])=[CH:14][C:13]=2[CH2:19][NH:22][CH2:23][C@H:24]([OH:25])[C:26]2[CH:31]=[CH:30][CH:29]=[CH:28][CH:27]=2)[CH:6]=1, predict the reactants needed to synthesize it. (4) The reactants are: Cl.[NH:2]1[CH2:7][CH2:6][CH:5]([C:8]2[CH:13]=[CH:12][C:11]([NH:14][C:15]3[N:16]=[C:17]([N:24]4[CH2:29][CH2:28][CH2:27][C@@H:26]([NH:30][C:31]([N:33]5[CH2:38][CH2:37][CH2:36][CH2:35][CH2:34]5)=[O:32])[CH2:25]4)[N:18]=[N:19][C:20]=3[C:21]([NH2:23])=[O:22])=[CH:10][CH:9]=2)[CH2:4][CH2:3]1.[C:39]([CH2:41][C:42](O)=[O:43])#[N:40].CCN(C(C)C)C(C)C.C1CN([P+](ON2N=NC3C=CC=CC2=3)(N2CCCC2)N2CCCC2)CC1.F[P-](F)(F)(F)(F)F. Given the product [C:39]([CH2:41][C:42]([N:2]1[CH2:7][CH2:6][CH:5]([C:8]2[CH:13]=[CH:12][C:11]([NH:14][C:15]3[N:16]=[C:17]([N:24]4[CH2:29][CH2:28][CH2:27][C@@H:26]([NH:30][C:31]([N:33]5[CH2:38][CH2:37][CH2:36][CH2:35][CH2:34]5)=[O:32])[CH2:25]4)[N:18]=[N:19][C:20]=3[C:21]([NH2:23])=[O:22])=[CH:10][CH:9]=2)[CH2:4][CH2:3]1)=[O:43])#[N:40], predict the reactants needed to synthesize it. (5) Given the product [Br:5][C:6]1[CH:11]=[C:10]2[C:9](=[C:8]([Cl:18])[CH:7]=1)[S:12][CH2:13][CH2:14][C:15]2([CH3:17])[CH3:16], predict the reactants needed to synthesize it. The reactants are: [Cl-].[Al+3].[Cl-].[Cl-].[Br:5][C:6]1[CH:11]=[CH:10][C:9]([S:12][CH2:13][CH2:14][C:15]([CH3:17])=[CH2:16])=[C:8]([Cl:18])[CH:7]=1.[OH-].[Na+]. (6) Given the product [CH3:1][C:2]1[CH:7]=[C:6]([CH3:8])[N:5]2[N:9]=[C:10]([CH:12]=[O:13])[N:11]=[C:4]2[N:3]=1, predict the reactants needed to synthesize it. The reactants are: [CH3:1][C:2]1[CH:7]=[C:6]([CH3:8])[N:5]2[N:9]=[C:10]([CH2:12][OH:13])[N:11]=[C:4]2[N:3]=1. (7) Given the product [Cl:20][C:21]1[CH:22]=[C:23]([NH:28][C:29]2[C:38]3[C:33](=[CH:34][C:35]([O:40][CH3:41])=[C:36]([O:39][CH2:2][CH2:3][CH2:4][N:5]4[CH2:10][CH:9]5[CH:7]([CH:8]5[N:11]([CH3:13])[CH3:12])[CH2:6]4)[CH:37]=3)[N:32]=[CH:31][N:30]=2)[CH:24]=[CH:25][C:26]=1[F:27], predict the reactants needed to synthesize it. The reactants are: Cl[CH2:2][CH2:3][CH2:4][N:5]1[CH2:10][CH:9]2[CH:7]([CH:8]2[N:11]([CH3:13])[CH3:12])[CH2:6]1.C([O-])([O-])=O.[K+].[K+].[Cl:20][C:21]1[CH:22]=[C:23]([NH:28][C:29]2[C:38]3[C:33](=[CH:34][C:35]([O:40][CH3:41])=[C:36]([OH:39])[CH:37]=3)[N:32]=[CH:31][N:30]=2)[CH:24]=[CH:25][C:26]=1[F:27]. (8) Given the product [NH2:17][CH2:16][CH2:15][N:11]1[C:10](=[O:25])[CH:9]([CH2:8][C:7]2[CH:26]=[CH:27][C:4]([O:3][CH2:1][CH3:2])=[CH:5][CH:6]=2)[S:13][C:12]1=[O:14], predict the reactants needed to synthesize it. The reactants are: [CH2:1]([O:3][C:4]1[CH:27]=[CH:26][C:7]([CH2:8][CH:9]2[S:13][C:12](=[O:14])[N:11]([CH2:15][CH2:16][NH:17]C(=O)OC(C)(C)C)[C:10]2=[O:25])=[CH:6][CH:5]=1)[CH3:2].